Dataset: Full USPTO retrosynthesis dataset with 1.9M reactions from patents (1976-2016). Task: Predict the reactants needed to synthesize the given product. Given the product [O:10]1[C:11]2([CH2:16][CH2:15][C:14](=[CH:2][C:3]([O:4][CH2:5][CH3:1])=[O:20])[CH2:13][CH2:12]2)[O:18][CH2:8][CH2:9]1, predict the reactants needed to synthesize it. The reactants are: [CH2:1]1[CH2:5][O:4][CH2:3][CH2:2]1.[H-].[Li+].[CH2:8]1[O:18][C:11]2([CH2:16][CH2:15][C:14](=O)[CH2:13][CH2:12]2)[O:10][CH2:9]1.C[OH:20].